From a dataset of Full USPTO retrosynthesis dataset with 1.9M reactions from patents (1976-2016). Predict the reactants needed to synthesize the given product. (1) The reactants are: [NH2:1][CH2:2][CH:3]([C:17]1[CH:22]=[CH:21][C:20]([O:23][Si:24]([CH:31]([CH3:33])[CH3:32])([CH:28]([CH3:30])[CH3:29])[CH:25]([CH3:27])[CH3:26])=[CH:19][CH:18]=1)[C:4]([NH:6][C:7]1[CH:8]=[C:9]2[C:14](=[CH:15][CH:16]=1)[CH:13]=[N:12][CH:11]=[CH:10]2)=[O:5].[CH3:34][C:35]([O:38][C:39](O[C:39]([O:38][C:35]([CH3:37])([CH3:36])[CH3:34])=[O:40])=[O:40])([CH3:37])[CH3:36]. Given the product [CH:13]1[C:14]2[C:9](=[CH:8][C:7]([NH:6][C:4](=[O:5])[CH:3]([C:17]3[CH:22]=[CH:21][C:20]([O:23][Si:24]([CH:25]([CH3:27])[CH3:26])([CH:31]([CH3:33])[CH3:32])[CH:28]([CH3:30])[CH3:29])=[CH:19][CH:18]=3)[CH2:2][NH:1][C:39](=[O:40])[O:38][C:35]([CH3:37])([CH3:36])[CH3:34])=[CH:16][CH:15]=2)[CH:10]=[CH:11][N:12]=1, predict the reactants needed to synthesize it. (2) The reactants are: [CH3:1][C:2]([CH3:36])([CH3:35])[C:3](=[O:34])[CH2:4][O:5][C:6]1[CH:11]=[CH:10][C:9]([C:12]([C:17]2[O:18][C:19]3[CH:25]=[CH:24][C:23]([C:26]([NH:28][CH2:29][C:30]([OH:32])=[O:31])=[O:27])=[CH:22][C:20]=3[CH:21]=2)([CH2:15][CH3:16])[CH2:13][CH3:14])=[CH:8][C:7]=1[CH3:33].[BH4-].[Na+]. Given the product [CH2:13]([C:12]([C:17]1[O:18][C:19]2[CH:25]=[CH:24][C:23]([C:26]([NH:28][CH2:29][C:30]([OH:32])=[O:31])=[O:27])=[CH:22][C:20]=2[CH:21]=1)([C:9]1[CH:10]=[CH:11][C:6]([O:5][CH2:4][CH:3]([OH:34])[C:2]([CH3:35])([CH3:36])[CH3:1])=[C:7]([CH3:33])[CH:8]=1)[CH2:15][CH3:16])[CH3:14], predict the reactants needed to synthesize it.